This data is from Forward reaction prediction with 1.9M reactions from USPTO patents (1976-2016). The task is: Predict the product of the given reaction. The product is: [CH3:1][C:2]1[C:3](=[O:27])[C:4]2[C:9]([C:10](=[O:26])[C:11]=1[CH2:12][CH:14]([C:31](=[O:33])[C@H:29]([CH3:30])[NH:28][C:34]([O:36][C:37]([CH3:40])([CH3:39])[CH3:38])=[O:35])[NH2:42])=[CH:8][CH:7]=[CH:6][CH:5]=2. Given the reactants [CH3:1][C:2]1[C:3](=[O:27])[C:4]2[C:9]([C:10](=[O:26])[C:11]=1[CH:12]([C:14](=O)[C@H](C)NC(OC(C)(C)C)=O)N)=[CH:8][CH:7]=[CH:6][CH:5]=2.[NH:28]([C:34]([O:36][C:37]([CH3:40])([CH3:39])[CH3:38])=[O:35])[C@H:29]([C:31]([OH:33])=O)[CH3:30].C[N:42](C(ON1N=NC2C=CC=CC1=2)=[N+](C)C)C.F[P-](F)(F)(F)(F)F.C1C=CC2N(O)N=NC=2C=1.CCN(C(C)C)C(C)C, predict the reaction product.